This data is from Peptide-MHC class II binding affinity with 134,281 pairs from IEDB. The task is: Regression. Given a peptide amino acid sequence and an MHC pseudo amino acid sequence, predict their binding affinity value. This is MHC class II binding data. (1) The peptide sequence is QLQPFPQPELPY. The MHC is DRB1_1101 with pseudo-sequence DRB1_1101. The binding affinity (normalized) is 0. (2) The peptide sequence is AAATPGTTVYGAFAA. The MHC is HLA-DPA10103-DPB10401 with pseudo-sequence HLA-DPA10103-DPB10401. The binding affinity (normalized) is 0.155. (3) The peptide sequence is GGLVQPGGSLRLSCA. The MHC is DRB1_0405 with pseudo-sequence DRB1_0405. The binding affinity (normalized) is 0.139. (4) The peptide sequence is ANGKLHDKKSMGDDH. The MHC is DRB1_0301 with pseudo-sequence DRB1_0301. The binding affinity (normalized) is 0.102. (5) The peptide sequence is GSDPKKLVLDIKYTR. The MHC is HLA-DQA10501-DQB10201 with pseudo-sequence HLA-DQA10501-DQB10201. The binding affinity (normalized) is 0.0193. (6) The binding affinity (normalized) is 0.582. The MHC is DRB3_0202 with pseudo-sequence DRB3_0202. The peptide sequence is EPIAAYHFDLSGKAF. (7) The peptide sequence is HLLLVAAGMEAQFLY. The MHC is DRB1_0101 with pseudo-sequence DRB1_0101. The binding affinity (normalized) is 0.858.